Task: Regression. Given a peptide amino acid sequence and an MHC pseudo amino acid sequence, predict their binding affinity value. This is MHC class I binding data.. Dataset: Peptide-MHC class I binding affinity with 185,985 pairs from IEDB/IMGT (1) The peptide sequence is FQNVNRITY. The MHC is HLA-B15:01 with pseudo-sequence HLA-B15:01. The binding affinity (normalized) is 0.600. (2) The peptide sequence is YQYGDNLIL. The MHC is HLA-A03:01 with pseudo-sequence HLA-A03:01. The binding affinity (normalized) is 0.0847. (3) The peptide sequence is LTPEKGWLST. The MHC is Mamu-B03 with pseudo-sequence Mamu-B03. The binding affinity (normalized) is 0. (4) The peptide sequence is LYAVTTAVL. The MHC is HLA-A02:06 with pseudo-sequence HLA-A02:06. The binding affinity (normalized) is 0.0847.